Dataset: Reaction yield outcomes from USPTO patents with 853,638 reactions. Task: Predict the reaction yield, written as a fraction of the theoretical maximum amount of product (1.0 means a 100% yield; for example, 0.34 means a 34% yield). (1) The reactants are [CH3:1][N:2]1[CH2:7][CH2:6][C:5](=O)[CH2:4][CH2:3]1.[N:9]1([C:14]2[CH:15]=[C:16]3[C:20](=[CH:21][CH:22]=2)[NH:19][CH:18]=[CH:17]3)[CH2:13][CH2:12][CH2:11][CH2:10]1.[OH-].[K+]. The catalyst is CO. The product is [CH3:1][N:2]1[CH2:7][CH:6]=[C:5]([C:17]2[C:16]3[C:20](=[CH:21][CH:22]=[C:14]([N:9]4[CH2:13][CH2:12][CH2:11][CH2:10]4)[CH:15]=3)[NH:19][CH:18]=2)[CH2:4][CH2:3]1. The yield is 0.370. (2) The reactants are [CH2:1](O)[CH3:2].[F:4][C:5]([F:11])([F:10])[S:6]([NH2:9])(=[O:8])=[O:7].[C:12]12([C:22]([OH:24])=[O:23])[CH2:21][CH:16]3[CH2:17][CH:18]([CH2:20][CH:14]([CH2:15]3)[CH2:13]1)[CH2:19]2.C1(C)C=CC(S(O)(=O)=O)=CC=1.C1(C)C=CC=CC=1. The catalyst is C(OCC)(=O)C. The product is [C:12]12([C:22]([O:24][CH2:1][CH2:2][NH:9][S:6]([C:5]([F:11])([F:10])[F:4])(=[O:8])=[O:7])=[O:23])[CH2:21][CH:16]3[CH2:17][CH:18]([CH2:20][CH:14]([CH2:15]3)[CH2:13]1)[CH2:19]2. The yield is 0.750. (3) The reactants are [CH3:1][C:2]1[CH:3]=[C:4]([CH:7]=[C:8]([CH3:10])[CH:9]=1)[CH:5]=O.[C:11]([CH2:13]P(=O)(OCC)OCC)#[N:12].CC(C)([O-])C.[K+]. The catalyst is C1COCC1. The product is [CH3:1][C:2]1[CH:3]=[C:4]([CH:5]=[CH:13][C:11]#[N:12])[CH:7]=[C:8]([CH3:10])[CH:9]=1. The yield is 0.860. (4) The catalyst is ClC(Cl)C.ClCCl. The reactants are [I:1][C:2]1[C:6]([CH:7]=O)=[CH:5][N:4]([CH:9]2[CH2:14][CH2:13][CH2:12][CH2:11][O:10]2)[N:3]=1.[CH3:15][N:16]([CH2:24][CH2:25][NH:26][CH3:27])[C:17](=[O:23])[O:18][C:19]([CH3:22])([CH3:21])[CH3:20].[BH-](OC(C)=O)(OC(C)=O)OC(C)=O.[Na+]. The yield is 0.920. The product is [I:1][C:2]1[C:6]([CH2:7][N:26]([CH3:27])[CH2:25][CH2:24][N:16]([CH3:15])[C:17](=[O:23])[O:18][C:19]([CH3:20])([CH3:21])[CH3:22])=[CH:5][N:4]([CH:9]2[CH2:14][CH2:13][CH2:12][CH2:11][O:10]2)[N:3]=1. (5) The reactants are [CH2:1]([O:3][C:4]([C:6]1[C:15](=O)[C:14]2[C:9](=[CH:10][CH:11]=[C:12]([O:17][CH3:18])[N:13]=2)[NH:8][CH:7]=1)=[O:5])[CH3:2].P(Br)(Br)[Br:20].O.C(=O)([O-])[O-].[Na+].[Na+]. The catalyst is CN(C=O)C. The product is [CH2:1]([O:3][C:4]([C:6]1[CH:7]=[N:8][C:9]2[C:14]([C:15]=1[Br:20])=[N:13][C:12]([O:17][CH3:18])=[CH:11][CH:10]=2)=[O:5])[CH3:2]. The yield is 0.900. (6) The reactants are [Cl:1][C:2]1[CH:3]=[C:4]([CH:7]=[C:8]([Cl:10])[CH:9]=1)[CH:5]=[O:6].[F:11][C:12]([Si](C)(C)C)([F:14])[F:13].[F-].C([N+](CCCC)(CCCC)CCCC)CCC. The catalyst is O1CCCC1.Cl.O. The product is [Cl:1][C:2]1[CH:3]=[C:4]([CH:5]([OH:6])[C:12]([F:14])([F:13])[F:11])[CH:7]=[C:8]([Cl:10])[CH:9]=1. The yield is 0.600. (7) The reactants are [F:1][C:2]1([F:9])[CH2:7][CH2:6][CH:5]([OH:8])[CH2:4][CH2:3]1.[H-].[Na+].[CH2:12]([S:14]([C:17]1[CH:18]=[CH:19][C:20](F)=[C:21]([C:23]2[N:28]3[CH:29]=[N:30][CH:31]=[C:27]3[C:26](=[O:32])[N:25]([CH3:33])[CH:24]=2)[CH:22]=1)(=[O:16])=[O:15])[CH3:13]. The catalyst is C1COCC1. The product is [F:1][C:2]1([F:9])[CH2:7][CH2:6][CH:5]([O:8][C:20]2[CH:19]=[CH:18][C:17]([S:14]([CH2:12][CH3:13])(=[O:16])=[O:15])=[CH:22][C:21]=2[C:23]2[N:28]3[CH:29]=[N:30][CH:31]=[C:27]3[C:26](=[O:32])[N:25]([CH3:33])[CH:24]=2)[CH2:4][CH2:3]1. The yield is 0.220. (8) The reactants are C(=O)([O-])[O-].[K+].[K+].[Br:7][C:8]1[CH:27]=[CH:26][C:11]([NH:12][C:13]2[C:22]3[C:17](=[CH:18][C:19]([OH:25])=[C:20]([O:23][CH3:24])[CH:21]=3)[N:16]=[CH:15][N:14]=2)=[C:10]([F:28])[CH:9]=1.[C:29]([O:33][C:34]([N:36]1[CH2:41][CH2:40][CH:39]([CH2:42]OS(C2C=CC(C)=CC=2)(=O)=O)[CH2:38][CH2:37]1)=[O:35])([CH3:32])([CH3:31])[CH3:30].O. The catalyst is CN(C=O)C. The product is [Br:7][C:8]1[CH:27]=[CH:26][C:11]([NH:12][C:13]2[C:22]3[C:17](=[CH:18][C:19]([O:25][CH2:42][CH:39]4[CH2:40][CH2:41][N:36]([C:34]([O:33][C:29]([CH3:30])([CH3:32])[CH3:31])=[O:35])[CH2:37][CH2:38]4)=[C:20]([O:23][CH3:24])[CH:21]=3)[N:16]=[CH:15][N:14]=2)=[C:10]([F:28])[CH:9]=1. The yield is 0.790. (9) The reactants are [CH2:1]([C:4]1[C:13]([OH:14])=[C:12]([CH3:15])[C:11]([CH3:16])=[C:10]2[C:5]=1[CH2:6][CH2:7][C@@:8]([CH3:33])([CH2:17][CH2:18][CH2:19][C@H:20]([CH3:32])[CH2:21][CH2:22][CH2:23][C@H:24]([CH3:31])[CH2:25][CH2:26][CH2:27][CH:28]([CH3:30])[CH3:29])[O:9]2)[CH:2]=[CH2:3].C(#N)C.[O:37]=[N+]([O-])[O-].[O-][N+](=O)[O-].[O-][N+](=O)[O-].[O-][N+](=O)[O-].[O-][N+](=O)[O-].[O-][N+](=O)[O-].[Ce+4].[NH4+].[NH4+].CCOC(C)=O. The catalyst is O.CC(OC)(C)C.C(Cl)Cl. The product is [CH2:1]([C:4]1[C:13](=[O:14])[C:12]([CH3:15])=[C:11]([CH3:16])[C:10](=[O:9])[C:5]=1[CH2:6][CH2:7][C@@:8]([OH:37])([CH3:33])[CH2:17][CH2:18][CH2:19][C@H:20]([CH3:32])[CH2:21][CH2:22][CH2:23][C@H:24]([CH3:31])[CH2:25][CH2:26][CH2:27][CH:28]([CH3:30])[CH3:29])[CH:2]=[CH2:3]. The yield is 0.800.